Dataset: Full USPTO retrosynthesis dataset with 1.9M reactions from patents (1976-2016). Task: Predict the reactants needed to synthesize the given product. Given the product [C:24]([O:28][C:29]([N:30]([CH2:31][C:32]1[CH:33]=[CH:34][C:35]([O:38][CH3:39])=[CH:36][CH:37]=1)[C:40]1[CH:45]=[C:44]([CH2:46][C@H:10]2[C:11](=[O:12])[N:8]([Si:1]([C:4]([CH3:7])([CH3:6])[CH3:5])([CH3:3])[CH3:2])[C@@H:9]2[C:13]([OH:15])=[O:14])[CH:43]=[CH:42][N:41]=1)=[O:48])([CH3:26])([CH3:27])[CH3:25], predict the reactants needed to synthesize it. The reactants are: [Si:1]([N:8]1[C:11](=[O:12])[CH2:10][C@H:9]1[C:13]([OH:15])=[O:14])([C:4]([CH3:7])([CH3:6])[CH3:5])([CH3:3])[CH3:2].C([N-]C(C)C)(C)C.[Li+].[C:24]([O:28][C:29](=[O:48])[N:30]([C:40]1[CH:45]=[C:44]([CH2:46]Br)[CH:43]=[CH:42][N:41]=1)[CH2:31][C:32]1[CH:37]=[CH:36][C:35]([O:38][CH3:39])=[CH:34][CH:33]=1)([CH3:27])([CH3:26])[CH3:25].